This data is from Full USPTO retrosynthesis dataset with 1.9M reactions from patents (1976-2016). The task is: Predict the reactants needed to synthesize the given product. (1) Given the product [F:18][C:19]1[CH:24]=[CH:23][C:22]([C:2]2[C:10]3[N:9]4[CH2:11][CH2:12][NH:13][C:14](=[O:15])[C:8]4=[CH:7][C:6]=3[CH:5]=[C:4]([O:16][CH3:17])[CH:3]=2)=[CH:21][CH:20]=1, predict the reactants needed to synthesize it. The reactants are: Br[C:2]1[C:10]2[N:9]3[CH2:11][CH2:12][NH:13][C:14](=[O:15])[C:8]3=[CH:7][C:6]=2[CH:5]=[C:4]([O:16][CH3:17])[CH:3]=1.[F:18][C:19]1[CH:24]=[CH:23][C:22](B(O)O)=[CH:21][CH:20]=1. (2) Given the product [C:20]1([C:17]([NH:16][C:14]2[O:15][C:11]([C:8]3[CH:9]=[C:10]4[C:5](=[CH:6][CH:7]=3)[N:4]([S:26]([C:29]3[CH:35]=[CH:34][C:32]([CH3:33])=[CH:31][CH:30]=3)(=[O:28])=[O:27])[CH:3]=[C:2]4[B:36]3[O:40][C:39]([CH3:42])([CH3:41])[C:38]([CH3:44])([CH3:43])[O:37]3)=[N:12][N:13]=2)([CH3:18])[CH3:19])[CH:21]=[CH:22][CH:23]=[CH:24][CH:25]=1, predict the reactants needed to synthesize it. The reactants are: I[C:2]1[C:10]2[C:5](=[CH:6][CH:7]=[C:8]([C:11]3[O:15][C:14]([NH:16][C:17]([C:20]4[CH:25]=[CH:24][CH:23]=[CH:22][CH:21]=4)([CH3:19])[CH3:18])=[N:13][N:12]=3)[CH:9]=2)[N:4]([S:26]([C:29]2[CH:35]=[CH:34][C:32]([CH3:33])=[CH:31][CH:30]=2)(=[O:28])=[O:27])[CH:3]=1.[B:36]1([B:36]2[O:40][C:39]([CH3:42])([CH3:41])[C:38]([CH3:44])([CH3:43])[O:37]2)[O:40][C:39]([CH3:42])([CH3:41])[C:38]([CH3:44])([CH3:43])[O:37]1.C([O-])(=O)C.[K+].C(Cl)Cl. (3) The reactants are: Cl[C:2]1[CH:7]=[CH:6][NH:5][C:4](=[O:8])[C:3]=1[C:9]1[NH:13][C:12]2[CH:14]=[C:15]([N:19]3[CH2:24][CH2:23][CH2:22][C:21]4([CH2:29][CH2:28][CH2:27][NH:26][CH2:25]4)[CH2:20]3)[CH:16]=[C:17]([CH3:18])[C:11]=2[N:10]=1.[NH2:30][CH2:31][C@H:32]([C:34]1[CH:39]=[CH:38][CH:37]=[C:36]([Cl:40])[CH:35]=1)[OH:33].CCN(CC)CC. Given the product [Cl:40][C:36]1[CH:35]=[C:34]([C@H:32]([OH:33])[CH2:31][NH:30][C:2]2[CH:7]=[CH:6][NH:5][C:4](=[O:8])[C:3]=2[C:9]2[NH:13][C:12]3[CH:14]=[C:15]([N:19]4[CH2:24][CH2:23][CH2:22][C:21]5([CH2:29][CH2:28][CH2:27][NH:26][CH2:25]5)[CH2:20]4)[CH:16]=[C:17]([CH3:18])[C:11]=3[N:10]=2)[CH:39]=[CH:38][CH:37]=1, predict the reactants needed to synthesize it. (4) Given the product [Br:10][C:8]1[C:3]([O:2][CH3:1])=[CH:4][C:5]([NH2:9])=[N:6][CH:7]=1, predict the reactants needed to synthesize it. The reactants are: [CH3:1][O:2][C:3]1[CH:8]=[CH:7][N:6]=[C:5]([NH2:9])[CH:4]=1.[Br:10]Br. (5) Given the product [F:36][C:2]([F:1])([F:35])[C:3]1[CH:34]=[CH:33][C:6]2[NH:7][C:8]([C:10]3[CH:11]=[CH:12][C:13]([N:16]4[CH2:17][CH2:18][CH:19]([O:22][C:23]5[CH:24]=[C:25]([C:29]([OH:31])=[O:30])[CH:26]=[N:27][CH:28]=5)[CH2:20][CH2:21]4)=[N:14][CH:15]=3)=[N:9][C:5]=2[CH:4]=1, predict the reactants needed to synthesize it. The reactants are: [F:1][C:2]([F:36])([F:35])[C:3]1[CH:34]=[CH:33][C:6]2[NH:7][C:8]([C:10]3[CH:11]=[CH:12][C:13]([N:16]4[CH2:21][CH2:20][CH:19]([O:22][C:23]5[CH:24]=[C:25]([C:29]([O:31]C)=[O:30])[CH:26]=[N:27][CH:28]=5)[CH2:18][CH2:17]4)=[N:14][CH:15]=3)=[N:9][C:5]=2[CH:4]=1.O.[OH-].[Li+]. (6) Given the product [CH3:1][C:2]1[C:6]([C:7]2[CH:8]=[C:9]([C:19]([C:21]3[CH:26]=[CH:25][CH:24]=[CH:23][N:22]=3)([OH:20])[CH:30]([CH2:31][CH3:32])[CH2:29][CH3:28])[C:10]3[N:14]=[C:13]([O:15][CH2:16][CH3:17])[NH:12][C:11]=3[CH:18]=2)=[C:5]([CH3:27])[O:4][N:3]=1, predict the reactants needed to synthesize it. The reactants are: [CH3:1][C:2]1[C:6]([C:7]2[CH:8]=[C:9]([C:19]([C:21]3[CH:26]=[CH:25][CH:24]=[CH:23][N:22]=3)=[O:20])[C:10]3[N:14]=[C:13]([O:15][CH2:16][CH3:17])[NH:12][C:11]=3[CH:18]=2)=[C:5]([CH3:27])[O:4][N:3]=1.[CH3:28][CH2:29][CH:30]([Mg]Br)[CH2:31][CH3:32].